This data is from Full USPTO retrosynthesis dataset with 1.9M reactions from patents (1976-2016). The task is: Predict the reactants needed to synthesize the given product. (1) Given the product [C:1]([N:4]1[CH2:10][CH2:9][CH2:8][CH2:7][C:6]2[N:11]=[C:12]([C:14]3[CH:15]=[CH:16][C:17]([O:20][C@H:34]4[CH2:37][C@H:36]([N:38]5[CH2:43][CH2:42][CH2:41][CH2:40][CH2:39]5)[CH2:35]4)=[CH:18][CH:19]=3)[S:13][C:5]1=2)(=[O:3])[CH3:2], predict the reactants needed to synthesize it. The reactants are: [C:1]([N:4]1[CH2:10][CH2:9][CH2:8][CH2:7][C:6]2[N:11]=[C:12]([C:14]3[CH:19]=[CH:18][C:17]([OH:20])=[CH:16][CH:15]=3)[S:13][C:5]1=2)(=[O:3])[CH3:2].[H-].[Na+].CC1C=CC(S(O[C@H:34]2[CH2:37][C@@H:36]([N:38]3[CH2:43][CH2:42][CH2:41][CH2:40][CH2:39]3)[CH2:35]2)(=O)=O)=CC=1. (2) Given the product [CH:28]1([CH2:27][C:22]2[C:21]3[C:25](=[CH:26][C:18]([OH:17])=[C:19]([C:33]([N:3]4[CH2:4][C:5]5[C:10](=[CH:9][CH:8]=[C:7]([O:11][CH2:12][CH2:13][N:14]([CH3:16])[CH3:15])[CH:6]=5)[CH2:2]4)=[O:34])[CH:20]=3)[NH:24][N:23]=2)[CH2:29][CH2:30][CH2:31][CH2:32]1, predict the reactants needed to synthesize it. The reactants are: Cl.[CH2:2]1[C:10]2[C:5](=[CH:6][C:7]([O:11][CH2:12][CH2:13][N:14]([CH3:16])[CH3:15])=[CH:8][CH:9]=2)[CH2:4][NH:3]1.[OH:17][C:18]1[CH:26]=[C:25]2[C:21]([C:22]([CH2:27][CH:28]3[CH2:32][CH2:31][CH2:30][CH2:29]3)=[N:23][NH:24]2)=[CH:20][C:19]=1[C:33](O)=[O:34]. (3) Given the product [F:32][C:29]1[CH:3]=[CH:2][C:10]2[S:9][C:8]([C:11]3[C:12]([NH2:28])=[N:13][CH:14]=[C:15]([C:17]4[CH:18]=[N:19][N:20]([CH:22]5[CH2:27][CH2:26][NH:25][CH2:24][CH2:23]5)[CH:21]=4)[CH:16]=3)=[N:7][C:6]=2[CH:5]=1, predict the reactants needed to synthesize it. The reactants are: F[C:2]1[C:10]2[S:9][C:8]([C:11]3[C:12]([NH2:28])=[N:13][CH:14]=[C:15]([C:17]4[CH:18]=[N:19][N:20]([CH:22]5[CH2:27][CH2:26][NH:25][CH2:24][CH2:23]5)[CH:21]=4)[CH:16]=3)=[N:7][C:6]=2[C:5]([C:29]([F:32])(F)F)=C[CH:3]=1.FC1C=CC2SC(I)=NC=2C=1. (4) Given the product [Br:8][C:5]1[N:6]=[CH:7][C:2](/[CH:11]=[CH:10]/[C:9]([O:13][CH2:14][CH3:15])=[O:12])=[N:3][CH:4]=1, predict the reactants needed to synthesize it. The reactants are: Br[C:2]1[CH:7]=[N:6][C:5]([Br:8])=[CH:4][N:3]=1.[C:9]([O:13][CH2:14][CH3:15])(=[O:12])[CH:10]=[CH2:11].C1(C)C=CC=CC=1P(C1C=CC=CC=1C)C1C=CC=CC=1C. (5) Given the product [S:7]([O:12][CH2:13][C@@H:14]1[O:19][CH2:18][CH2:17][N:16]([C:20]([O:22][C:23]([CH3:26])([CH3:25])[CH3:24])=[O:21])[CH2:15]1)([C:2]1[CH:1]=[CH:6][C:5]([CH3:27])=[CH:4][CH:3]=1)(=[O:8])=[O:9], predict the reactants needed to synthesize it. The reactants are: [C:1]1(C)[C:2]([S:7](Cl)(=[O:9])=[O:8])=[CH:3][CH:4]=[CH:5][CH:6]=1.[OH:12][CH2:13][C@@H:14]1[O:19][CH2:18][CH2:17][N:16]([C:20]([O:22][C:23]([CH3:26])([CH3:25])[CH3:24])=[O:21])[CH2:15]1.[CH2:27](N(CC)CC)C. (6) Given the product [NH2:20][C:18]([C:3]1[CH:4]=[N:5][C:6]2[C:11]([C:2]=1[NH:21][C:22]1[C:23]([CH2:37][CH3:38])=[C:24]([CH:34]=[CH:35][CH:36]=1)[CH2:25][NH:26][C:27](=[O:33])[O:28][C:29]([CH3:32])([CH3:31])[CH3:30])=[CH:10][C:9]([O:12][CH2:13][CH3:14])=[C:8]([O:15][CH2:16][CH3:17])[CH:7]=2)=[O:19], predict the reactants needed to synthesize it. The reactants are: Cl[C:2]1[C:11]2[C:6](=[CH:7][C:8]([O:15][CH2:16][CH3:17])=[C:9]([O:12][CH2:13][CH3:14])[CH:10]=2)[N:5]=[CH:4][C:3]=1[C:18]([NH2:20])=[O:19].[NH2:21][C:22]1[C:23]([CH2:37][CH3:38])=[C:24]([CH:34]=[CH:35][CH:36]=1)[CH2:25][NH:26][C:27](=[O:33])[O:28][C:29]([CH3:32])([CH3:31])[CH3:30].